This data is from Full USPTO retrosynthesis dataset with 1.9M reactions from patents (1976-2016). The task is: Predict the reactants needed to synthesize the given product. (1) Given the product [Cl:13][C:6]1[CH:5]=[C:4]([CH2:3][OH:2])[CH:9]=[C:8]([N+:10]([O-:12])=[O:11])[CH:7]=1, predict the reactants needed to synthesize it. The reactants are: C[O:2][C:3](=O)[C:4]1[CH:9]=[C:8]([N+:10]([O-:12])=[O:11])[CH:7]=[C:6]([Cl:13])[CH:5]=1.CC(C[AlH]CC(C)C)C. (2) Given the product [N:9]1[CH:17]=[C:16]2[C:12]([N:13]=[CH:14][NH:15]2)=[N:11][C:10]=1[C:18](=[NH:2])[NH2:19], predict the reactants needed to synthesize it. The reactants are: Cl.[NH2:2]O.C(=O)(O)[O-].[Na+].[N:9]1[CH:17]=[C:16]2[C:12]([N:13]=[CH:14][NH:15]2)=[N:11][C:10]=1[C:18]#[N:19]. (3) Given the product [CH2:1]([O:3][C:4]([C:6]1[N:7]([NH2:36])[CH:8]=[C:9]([CH2:17][C:18]2[CH:23]=[CH:22][CH:21]=[C:20]([F:24])[C:19]=2[CH3:25])[C:10]=1[C:11]1[CH:16]=[CH:15][CH:14]=[CH:13][CH:12]=1)=[O:5])[CH3:2], predict the reactants needed to synthesize it. The reactants are: [CH2:1]([O:3][C:4]([C:6]1[NH:7][CH:8]=[C:9]([CH2:17][C:18]2[CH:23]=[CH:22][CH:21]=[C:20]([F:24])[C:19]=2[CH3:25])[C:10]=1[C:11]1[CH:16]=[CH:15][CH:14]=[CH:13][CH:12]=1)=[O:5])[CH3:2].[H-].[Na+].O.CC(=O)OCC.C[N:36](C=O)C. (4) Given the product [OH:1][C:2]1[C:11]2[C:6](=[CH:7][CH:8]=[C:9]([C:29]3[CH:34]=[CH:33][CH:32]=[CH:31][CH:30]=3)[CH:10]=2)[C:5]2([CH2:16][CH2:15][CH2:14][CH2:13]2)[C:4](=[O:17])[C:3]=1[C:18]([NH:20][CH2:21][C:22]([O:24][C:25]([CH3:28])([CH3:27])[CH3:26])=[O:23])=[O:19], predict the reactants needed to synthesize it. The reactants are: [OH:1][C:2]1[C:11]2[C:6](=[CH:7][CH:8]=[C:9](Cl)[CH:10]=2)[C:5]2([CH2:16][CH2:15][CH2:14][CH2:13]2)[C:4](=[O:17])[C:3]=1[C:18]([NH:20][CH2:21][C:22]([O:24][C:25]([CH3:28])([CH3:27])[CH3:26])=[O:23])=[O:19].[C:29]1(B(O)O)[CH:34]=[CH:33][CH:32]=[CH:31][CH:30]=1.C([O-])([O-])=O.[K+].[K+].O.CC(C1C=C(C(C)C)C(C2C=CC=CC=2P(C2CCCCC2)C2CCCCC2)=C(C(C)C)C=1)C. (5) The reactants are: Br[C:2]1[CH:3]=[C:4]([C:8]2[N:13]3[N:14]=[CH:15][C:16]([C:17]([C:19]4[S:20][CH:21]=[CH:22][CH:23]=4)=[O:18])=[C:12]3[N:11]=[CH:10][CH:9]=2)[CH:5]=[CH:6][CH:7]=1.C([O-])([O-])=O.[Na+].[Na+].CO[CH2:32][CH2:33]OC. Given the product [CH3:10][N:11]([CH3:12])[C:33]1[CH:32]=[CH:6][C:7]([C:2]2[CH:7]=[CH:6][CH:5]=[C:4]([C:8]3[N:13]4[N:14]=[CH:15][C:16]([C:17]([C:19]5[S:20][CH:21]=[CH:22][CH:23]=5)=[O:18])=[C:12]4[N:11]=[CH:10][CH:9]=3)[CH:3]=2)=[CH:2][CH:3]=1, predict the reactants needed to synthesize it. (6) Given the product [Br:1][C:2]1[C:7]2[O:8][CH2:9][CH:10]([OH:15])[CH2:11][NH:12][C:6]=2[CH:5]=[CH:4][CH:3]=1, predict the reactants needed to synthesize it. The reactants are: [Br:1][C:2]1[C:7]2[O:8][CH2:9][CH2:10][CH2:11][NH:12][C:6]=2[CH:5]=[CH:4][CH:3]=1.C([O:15]C(OCC)CCO)C.C(OC(OCC)C(O)CO)C. (7) Given the product [C:34]([O:33][C:32](=[O:38])[NH:31][C:27]1([C:24]2[CH:23]=[CH:22][C:21]([C:12]3[C:13]([C:15]4[CH:16]=[CH:17][CH:18]=[CH:19][CH:20]=4)=[CH:14][C:7]4[N:6]5[C:2]([N:41]([CH3:42])[CH3:40])=[N:3][N:4]=[C:5]5[CH2:10][O:9][C:8]=4[N:11]=3)=[CH:26][CH:25]=2)[CH2:28][CH2:29][CH2:30]1)([CH3:36])([CH3:37])[CH3:35], predict the reactants needed to synthesize it. The reactants are: Br[C:2]1[N:6]2[C:7]3[CH:14]=[C:13]([C:15]4[CH:20]=[CH:19][CH:18]=[CH:17][CH:16]=4)[C:12]([C:21]4[CH:26]=[CH:25][C:24]([C:27]5([NH:31][C:32](=[O:38])[O:33][C:34]([CH3:37])([CH3:36])[CH3:35])[CH2:30][CH2:29][CH2:28]5)=[CH:23][CH:22]=4)=[N:11][C:8]=3[O:9][CH2:10][C:5]2=[N:4][N:3]=1.Cl.[CH3:40][NH:41][CH3:42].C(N(CC)CC)C. (8) Given the product [Br:1][C:2]1[C:3]([N:11]2[CH2:12][CH2:13][NH:14][CH2:15][C@H:10]2[CH3:9])=[N:4][CH:5]=[CH:6][CH:7]=1, predict the reactants needed to synthesize it. The reactants are: [Br:1][C:2]1[C:3](Cl)=[N:4][CH:5]=[CH:6][CH:7]=1.[CH3:9][C@@H:10]1[CH2:15][NH:14][CH2:13][CH2:12][NH:11]1.C(N(CC)C(C)C)(C)C. (9) Given the product [Cl:12][C:13]1[CH:19]=[CH:18][C:16]([NH:17][C:4]2[C:5]3[C:6](=[CH:7][N:8]=[CH:9][CH:10]=3)[O:2][CH:3]=2)=[CH:15][CH:14]=1, predict the reactants needed to synthesize it. The reactants are: Cl.[O:2]1[C:6]2=[CH:7][N:8]=[CH:9][CH:10]=[C:5]2[C:4](=O)[CH2:3]1.[Cl:12][C:13]1[CH:19]=[CH:18][C:16]([NH2:17])=[CH:15][CH:14]=1.